From a dataset of Reaction yield outcomes from USPTO patents with 853,638 reactions. Predict the reaction yield, written as a fraction of the theoretical maximum amount of product (1.0 means a 100% yield; for example, 0.34 means a 34% yield). (1) The reactants are [CH3:1][O:2][C:3]([C:5]1[CH:10]=[CH:9][N:8]=[CH:7][C:6]=1[C:11]([OH:13])=O)=[O:4].C(C1NC=CN=1)(C1NC=CN=1)=O.[Cl:26][C:27]1[CH:32]=[CH:31][C:30]([CH2:33][C:34]([O:36][C:37]([CH3:40])([CH3:39])[CH3:38])=[O:35])=[CH:29][CH:28]=1.[H-].[Na+].[Cl-].[NH4+]. The catalyst is CN(C=O)C. The product is [Cl:26][C:27]1[CH:28]=[CH:29][C:30]([CH:33]([C:34]([O:36][C:37]([CH3:40])([CH3:39])[CH3:38])=[O:35])[C:11]([C:6]2[CH:7]=[N:8][CH:9]=[CH:10][C:5]=2[C:3]([O:2][CH3:1])=[O:4])=[O:13])=[CH:31][CH:32]=1. The yield is 0.750. (2) The reactants are C[N:2]1[C:6]([CH:7]2[CH2:12][CH:11](C(OCC)=O)[CH2:10][CH2:9][N:8]2[C:18]([O:20][CH2:21][C:22]2[CH:27]=[CH:26][CH:25]=[CH:24][CH:23]=2)=[O:19])=[N:5][N:4]=[N:3]1.N1(C(N2C=CN=C2)=O)C=CN=[CH:29]1.[CH2:40]([O:42][C:43](=[O:48])[CH2:44][C:45]([O-])=[O:46])[CH3:41].[K+].[Cl-].[Mg+2].[Cl-]. The catalyst is C1COCC1. The product is [CH2:40]([O:42][C:43](=[O:48])[CH2:44][C:45]([CH:11]1[CH2:10][CH2:9][N:8]([C:18]([O:20][CH2:21][C:22]2[CH:23]=[CH:24][CH:25]=[CH:26][CH:27]=2)=[O:19])[CH:7]([C:6]2[N:2]=[N:3][N:4]([CH3:29])[N:5]=2)[CH2:12]1)=[O:46])[CH3:41]. The yield is 0.590. (3) The reactants are [C:1]([O:5][C:6](=[O:35])[NH:7][C:8]1([C:12]2[CH:17]=[CH:16][C:15]([C:18]3[C:19]([C:29]4[CH:34]=[CH:33][CH:32]=[CH:31][CH:30]=4)=[CH:20][C:21]4[NH:26][C:25](=[O:27])[CH2:24][O:23][C:22]=4[N:28]=3)=[CH:14][CH:13]=2)[CH2:11][CH2:10][CH2:9]1)([CH3:4])([CH3:3])[CH3:2].[H-].[Na+].Br[CH2:39][C:40]1[CH:45]=[CH:44][CH:43]=[CH:42][N:41]=1.Br.C([O-])(O)=O.[Na+]. The catalyst is CN(C=O)C. The product is [C:1]([O:5][C:6](=[O:35])[NH:7][C:8]1([C:12]2[CH:13]=[CH:14][C:15]([C:18]3[C:19]([C:29]4[CH:30]=[CH:31][CH:32]=[CH:33][CH:34]=4)=[CH:20][C:21]4[N:26]([CH2:39][C:40]5[CH:45]=[CH:44][CH:43]=[CH:42][N:41]=5)[C:25](=[O:27])[CH2:24][O:23][C:22]=4[N:28]=3)=[CH:16][CH:17]=2)[CH2:11][CH2:10][CH2:9]1)([CH3:4])([CH3:2])[CH3:3]. The yield is 0.120. (4) The reactants are [CH3:1][O:2][C:3](=[O:24])[CH2:4][C:5]1[CH:10]=[C:9](OS(C(F)(F)F)(=O)=O)[CH:8]=[C:7]([O:19][CH2:20][CH2:21][CH2:22][CH3:23])[CH:6]=1.[F:25][C:26]1[CH:31]=[CH:30][C:29]([S:32]([O-:34])=[O:33])=[CH:28][CH:27]=1.[Na+].C1(C)C=CC=CC=1.C(=O)([O-])[O-].[Cs+].[Cs+].CC1(C)C2C(=C(P(C3C=CC=CC=3)C3C=CC=CC=3)C=CC=2)OC2C(P(C3C=CC=CC=3)C3C=CC=CC=3)=CC=CC1=2. The catalyst is C(OCC)(=O)C.C1C=CC(/C=C/C(/C=C/C2C=CC=CC=2)=O)=CC=1.C1C=CC(/C=C/C(/C=C/C2C=CC=CC=2)=O)=CC=1.C1C=CC(/C=C/C(/C=C/C2C=CC=CC=2)=O)=CC=1.[Pd].[Pd]. The product is [CH3:1][O:2][C:3](=[O:24])[CH2:4][C:5]1[CH:10]=[C:9]([S:32]([C:29]2[CH:30]=[CH:31][C:26]([F:25])=[CH:27][CH:28]=2)(=[O:34])=[O:33])[CH:8]=[C:7]([O:19][CH2:20][CH2:21][CH2:22][CH3:23])[CH:6]=1. The yield is 0.320.